Dataset: Catalyst prediction with 721,799 reactions and 888 catalyst types from USPTO. Task: Predict which catalyst facilitates the given reaction. (1) Reactant: [Cl:1][C:2]1[C:3]([NH:12][S:13]([C:16]2[CH:25]=[CH:24][C:19]([C:20]([O:22]C)=[O:21])=[CH:18][CH:17]=2)(=[O:15])=[O:14])=[N:4][CH:5]=[C:6]([C:8]([F:11])([F:10])[F:9])[CH:7]=1.Cl.Cl[CH2:28][CH2:29][N:30]1[CH2:35][CH2:34][O:33][CH2:32][CH2:31]1.C([O-])([O-])=O.[Cs+].[Cs+].[Na+].[I-].Cl. Product: [Cl:1][C:2]1[C:3]([N:12]([CH2:28][CH2:29][N:30]2[CH2:35][CH2:34][O:33][CH2:32][CH2:31]2)[S:13]([C:16]2[CH:17]=[CH:18][C:19]([C:20]([OH:22])=[O:21])=[CH:24][CH:25]=2)(=[O:14])=[O:15])=[N:4][CH:5]=[C:6]([C:8]([F:10])([F:11])[F:9])[CH:7]=1. The catalyst class is: 3. (2) Reactant: [Cl:1][CH2:2][C:3]([C:5]1[S:6][CH:7]=[CH:8][CH:9]=1)=[O:4].[F:10][C:11]1[CH:16]=[CH:15][C:14]([CH:17]([N:29]2[CH2:34][CH2:33][CH2:32][CH2:31][CH2:30]2)[C:18]([O:20][C@@H:21]2[CH:26]3[CH2:27][CH2:28][N:23]([CH2:24][CH2:25]3)[CH2:22]2)=[O:19])=[CH:13][CH:12]=1.CCOCC. Product: [Cl-:1].[F:10][C:11]1[CH:16]=[CH:15][C:14]([CH:17]([N:29]2[CH2:30][CH2:31][CH2:32][CH2:33][CH2:34]2)[C:18]([O:20][C@@H:21]2[CH:26]3[CH2:27][CH2:28][N+:23]([CH2:2][C:3](=[O:4])[C:5]4[S:6][CH:7]=[CH:8][CH:9]=4)([CH2:24][CH2:25]3)[CH2:22]2)=[O:19])=[CH:13][CH:12]=1. The catalyst class is: 25. (3) Reactant: [CH:1]1([C:7]2[N:11]([C:12]3[CH:17]=[CH:16][C:15]([O:18][C:19]([F:22])([F:21])[F:20])=[CH:14][CH:13]=3)[N:10]=[CH:9][C:8]=2[CH2:23][C:24]2[CH:31]=[CH:30][C:27]([C:28]#N)=[CH:26][CH:25]=2)[CH2:6][CH2:5][CH2:4][CH2:3][CH2:2]1.[OH2:32].[OH-:33].[K+]. Product: [CH:1]1([C:7]2[N:11]([C:12]3[CH:13]=[CH:14][C:15]([O:18][C:19]([F:20])([F:21])[F:22])=[CH:16][CH:17]=3)[N:10]=[CH:9][C:8]=2[CH2:23][C:24]2[CH:31]=[CH:30][C:27]([C:28]([OH:33])=[O:32])=[CH:26][CH:25]=2)[CH2:2][CH2:3][CH2:4][CH2:5][CH2:6]1. The catalyst class is: 8. (4) Reactant: [F:1][C:2]1[CH:7]=[CH:6][C:5]([CH:8]([C:25]2[CH:30]=[CH:29][C:28]([F:31])=[CH:27][CH:26]=2)[CH:9]2[C:14](=[O:15])[CH2:13][CH2:12][N:11]([CH2:16][C:17]3[CH:22]=[CH:21][CH:20]=[CH:19][C:18]=3[S:23][CH3:24])[CH2:10]2)=[CH:4][CH:3]=1.C(O[O-])(=O)C1C(=CC=CC=1)C([O-])=[O:36].[Mg+2].C(OCC)(=O)C.O. Product: [F:1][C:2]1[CH:3]=[CH:4][C:5]([CH:8]([C:25]2[CH:26]=[CH:27][C:28]([F:31])=[CH:29][CH:30]=2)[CH:9]2[C:14](=[O:15])[CH2:13][CH2:12][N:11]([CH2:16][C:17]3[CH:22]=[CH:21][CH:20]=[CH:19][C:18]=3[S:23]([CH3:24])=[O:36])[CH2:10]2)=[CH:6][CH:7]=1. The catalyst class is: 37. (5) Reactant: [NH2:1][C:2]1[CH:3]=[N:4][C:5]2[C:10]([C:11]=1[CH2:12][C:13]1[CH:18]=[CH:17][C:16]([C:19]([CH3:23])([CH3:22])[C:20]#[N:21])=[CH:15][CH:14]=1)=[CH:9][C:8]([Br:24])=[CH:7][CH:6]=2.[CH3:25][C:26]([O-:28])=O.[K+].C(OC(=O)C)(=O)C.C(O[N:43]=O)CC(C)C. The catalyst class is: 11. Product: [C:26]([N:1]1[C:2]2[CH:3]=[N:4][C:5]3[CH:6]=[CH:7][C:8]([Br:24])=[CH:9][C:10]=3[C:11]=2[C:12]([C:13]2[CH:14]=[CH:15][C:16]([C:19]([CH3:22])([CH3:23])[C:20]#[N:21])=[CH:17][CH:18]=2)=[N:43]1)(=[O:28])[CH3:25].